Dataset: Reaction yield outcomes from USPTO patents with 853,638 reactions. Task: Predict the reaction yield, written as a fraction of the theoretical maximum amount of product (1.0 means a 100% yield; for example, 0.34 means a 34% yield). (1) The reactants are [Br:1][C:2]1[CH:3]=[CH:4][C:5]([N:8]2[CH:12]=[C:11]([CH2:13][CH2:14][CH2:15][OH:16])[C:10]([C:17]([CH3:20])([CH3:19])[CH3:18])=[N:9]2)=[N:6][CH:7]=1.O[C:22]1[C:27]([O:28][CH3:29])=[CH:26][CH:25]=[CH:24][C:23]=1[CH2:30][C:31]([O:33]C)=[O:32].C(P(CCCC)CCCC)CCC.N(C(N1CCCCC1)=O)=NC(N1CCCCC1)=O. The catalyst is O1CCCC1. The product is [Br:1][C:2]1[CH:3]=[CH:4][C:5]([N:8]2[CH:12]=[C:11]([CH2:13][CH2:14][CH2:15][O:16][C:22]3[C:27]([O:28][CH3:29])=[CH:26][CH:25]=[CH:24][C:23]=3[CH2:30][C:31]([OH:33])=[O:32])[C:10]([C:17]([CH3:20])([CH3:19])[CH3:18])=[N:9]2)=[N:6][CH:7]=1. The yield is 0.710. (2) The reactants are [N:1]([C@H:4]1[C@@H:9]([CH3:10])[CH2:8][C@@H:7]([C:11]2[CH:16]=[CH:15][N:14]=[CH:13][C:12]=2[NH:17][C:18](=[O:34])[C:19]2[CH:24]=[CH:23][C:22]([F:25])=[C:21]([C:26]3[C:31]([F:32])=[CH:30][CH:29]=[CH:28][C:27]=3[F:33])[N:20]=2)[CH2:6][C@H:5]1[NH:35][C:36](=[O:42])[O:37][C:38]([CH3:41])([CH3:40])[CH3:39])=[N+]=[N-]. The catalyst is CO.CCOC(C)=O.[Pd]. The product is [NH2:1][C@H:4]1[C@@H:9]([CH3:10])[CH2:8][C@@H:7]([C:11]2[CH:16]=[CH:15][N:14]=[CH:13][C:12]=2[NH:17][C:18](=[O:34])[C:19]2[CH:24]=[CH:23][C:22]([F:25])=[C:21]([C:26]3[C:27]([F:33])=[CH:28][CH:29]=[CH:30][C:31]=3[F:32])[N:20]=2)[CH2:6][C@H:5]1[NH:35][C:36](=[O:42])[O:37][C:38]([CH3:41])([CH3:40])[CH3:39]. The yield is 1.00. (3) The reactants are [Br:1][C:2]1[CH:11]=[C:10]2[C:5]([CH:6]=[CH:7][C:8](Cl)=[N:9]2)=[N:4][CH:3]=1.[NH:13]1[CH2:18][CH2:17][O:16][CH2:15][CH2:14]1. The catalyst is C(OCC)(=O)C. The product is [Br:1][C:2]1[CH:11]=[C:10]2[C:5]([CH:6]=[CH:7][C:8]([N:13]3[CH2:18][CH2:17][O:16][CH2:15][CH2:14]3)=[N:9]2)=[N:4][CH:3]=1. The yield is 0.747. (4) The reactants are [Br:1][C:2]1[CH:7]=[CH:6][C:5]([S:8]([O:11][CH2:12][CH2:13][C@@H:14]([CH:16]2[CH2:21][CH2:20][CH2:19][CH2:18][CH2:17]2)[OH:15])(=[O:10])=[O:9])=[CH:4][CH:3]=1.[Cr](Cl)([O-])(=O)=O.[NH+]1C=CC=CC=1. The catalyst is ClCCl. The product is [Br:1][C:2]1[CH:3]=[CH:4][C:5]([S:8]([O:11][CH2:12][CH2:13][C:14]([CH:16]2[CH2:21][CH2:20][CH2:19][CH2:18][CH2:17]2)=[O:15])(=[O:9])=[O:10])=[CH:6][CH:7]=1. The yield is 0.960. (5) The reactants are [C:1]([O:5][C:6]([NH:8][C:9]1[CH:14]=[CH:13][CH:12]=[CH:11][C:10]=1[NH:15][C:16](=[O:32])[C:17]1[CH:22]=[CH:21][C:20](B2OC(C)(C)C(C)(C)O2)=[CH:19][CH:18]=1)=[O:7])([CH3:4])([CH3:3])[CH3:2].[Cl:33][C:34]1[N:39]=[C:38](Cl)[CH:37]=[CH:36][N:35]=1. No catalyst specified. The product is [C:1]([O:5][C:6]([NH:8][C:9]1[CH:14]=[CH:13][CH:12]=[CH:11][C:10]=1[NH:15][C:16](=[O:32])[C:17]1[CH:22]=[CH:21][C:20]([C:36]2[CH:37]=[CH:38][N:39]=[C:34]([Cl:33])[N:35]=2)=[CH:19][CH:18]=1)=[O:7])([CH3:3])([CH3:2])[CH3:4]. The yield is 0.320. (6) The reactants are [CH3:1][N:2]([S:15]([C:18]1[CH:19]=[N:20][CH:21]=[CH:22][CH:23]=1)(=[O:17])=[O:16])[C:3]1[CH:4]=[CH:5][CH:6]=[C:7]2[C:11]=1[NH:10][C:9]([C:12](=[S:14])[NH2:13])=[CH:8]2.[C:24]([O:29][CH2:30][CH3:31])(=[O:28])[C:25]#[C:26][CH3:27].C(P(CCCC)CCCC)CCC.ClCCl. The catalyst is O1CCCC1. The product is [CH3:1][N:2]([S:15]([C:18]1[CH:19]=[N:20][CH:21]=[CH:22][CH:23]=1)(=[O:17])=[O:16])[C:3]1[CH:4]=[CH:5][CH:6]=[C:7]2[C:11]=1[NH:10][C:9]([C:12]1[S:14][CH:26]([CH2:25][C:24]([O:29][CH2:30][CH3:31])=[O:28])[CH2:27][N:13]=1)=[CH:8]2. The yield is 0.300.